Regression. Given a peptide amino acid sequence and an MHC pseudo amino acid sequence, predict their binding affinity value. This is MHC class I binding data. From a dataset of Peptide-MHC class I binding affinity with 185,985 pairs from IEDB/IMGT. (1) The MHC is HLA-B44:03 with pseudo-sequence HLA-B44:03. The peptide sequence is HEGHQTAAF. The binding affinity (normalized) is 0.217. (2) The binding affinity (normalized) is 0. The peptide sequence is AYIDNYNKR. The MHC is Patr-A0701 with pseudo-sequence Patr-A0701. (3) The peptide sequence is QLPKRGVRVR. The MHC is HLA-A31:01 with pseudo-sequence HLA-A31:01. The binding affinity (normalized) is 0.206. (4) The peptide sequence is AAFLDDNAF. The MHC is HLA-B15:01 with pseudo-sequence HLA-B15:01. The binding affinity (normalized) is 0.568. (5) The peptide sequence is HCIDKTPGL. The MHC is HLA-A11:01 with pseudo-sequence HLA-A11:01. The binding affinity (normalized) is 0.0847. (6) The peptide sequence is ALRRRTGTR. The MHC is HLA-A30:01 with pseudo-sequence HLA-A30:01. The binding affinity (normalized) is 0.285. (7) The peptide sequence is HPAAMPHLL. The MHC is HLA-B53:01 with pseudo-sequence HLA-B53:01. The binding affinity (normalized) is 0.524.